Dataset: Catalyst prediction with 721,799 reactions and 888 catalyst types from USPTO. Task: Predict which catalyst facilitates the given reaction. (1) Reactant: Cl[O-].[Na+].[CH3:4][O:5][CH:6]([CH2:11][CH:12]=[CH2:13])[CH2:7][CH:8]=[N:9][OH:10]. Product: [CH3:4][O:5][CH:6]1[CH2:7][C:8]2=[N:9][O:10][CH2:13][CH:12]2[CH2:11]1. The catalyst class is: 4. (2) Reactant: C[O:2][C:3]1[CH:4]=[C:5]2[C:14](=[CH:15][CH:16]=1)[C:9]1[N:10]=[C:11]([NH2:13])[S:12][C:8]=1[CH2:7][CH2:6]2.N1C=CC=CC=1.[C:23](Cl)(=[O:30])[C:24]1[CH:29]=[CH:28][CH:27]=[CH:26][CH:25]=1.ClCCl. Product: [OH:2][C:3]1[CH:4]=[C:5]2[C:14](=[CH:15][CH:16]=1)[C:9]1[N:10]=[C:11]([NH:13][C:23](=[O:30])[C:24]3[CH:29]=[CH:28][CH:27]=[CH:26][CH:25]=3)[S:12][C:8]=1[CH2:7][CH2:6]2. The catalyst class is: 68. (3) Reactant: [C:1]1([CH:7]([CH3:12])[C:8]([O:10][CH3:11])=[O:9])[CH:6]=[CH:5][CH:4]=[CH:3][CH:2]=1.[Br:13]N1C(=O)CCC1=O.CC(N=NC(C#N)(C)C)(C#N)C. Product: [Br:13][C:7]([C:1]1[CH:6]=[CH:5][CH:4]=[CH:3][CH:2]=1)([CH3:12])[C:8]([O:10][CH3:11])=[O:9]. The catalyst class is: 53. (4) Reactant: Cl.[Br:2][C:3]1[CH:8]=[CH:7][C:6]([O:9][CH2:10][CH:11](OC)[O:12]C)=[C:5]([CH3:16])[CH:4]=1.[Na+].[Cl-]. Product: [Br:2][C:3]1[CH:8]=[CH:7][C:6]([O:9][CH2:10][CH:11]=[O:12])=[C:5]([CH3:16])[CH:4]=1. The catalyst class is: 28. (5) Reactant: [C:1](Cl)(Cl)=[O:2].C(Cl)Cl.[CH3:8][NH:9][CH2:10][CH2:11][CH2:12][NH:13][C:14]1[CH:23]=[C:22]2[C:17]([CH:18]=[C:19]([C:25]3[CH:30]=[CH:29][CH:28]=[CH:27][C:26]=3[C:31]([F:34])([F:33])[F:32])[NH:20][C:21]2=[O:24])=[CH:16][CH:15]=1.C(N(CC)CC)C. Product: [CH3:8][N:9]1[CH2:10][CH2:11][CH2:12][N:13]([C:14]2[CH:23]=[C:22]3[C:17]([CH:18]=[C:19]([C:25]4[CH:30]=[CH:29][CH:28]=[CH:27][C:26]=4[C:31]([F:33])([F:34])[F:32])[NH:20][C:21]3=[O:24])=[CH:16][CH:15]=2)[C:1]1=[O:2]. The catalyst class is: 6.